This data is from Peptide-MHC class II binding affinity with 134,281 pairs from IEDB. The task is: Regression. Given a peptide amino acid sequence and an MHC pseudo amino acid sequence, predict their binding affinity value. This is MHC class II binding data. (1) The peptide sequence is KLRSAGEVEIQFRRV. The MHC is DRB3_0202 with pseudo-sequence DRB3_0202. The binding affinity (normalized) is 0.131. (2) The peptide sequence is HDIYIVMPVFIIKR. The MHC is HLA-DPA10201-DPB10101 with pseudo-sequence HLA-DPA10201-DPB10101. The binding affinity (normalized) is 0.396. (3) The MHC is HLA-DQA10501-DQB10201 with pseudo-sequence HLA-DQA10501-DQB10201. The peptide sequence is LNFTGPCKGDSVTIK. The binding affinity (normalized) is 0.276. (4) The binding affinity (normalized) is 0.778. The MHC is DRB1_0901 with pseudo-sequence DRB1_0901. The peptide sequence is RAYRNALSMMPEAMT. (5) The peptide sequence is VPTSWVPQGRTTWSI. The MHC is DRB1_1301 with pseudo-sequence DRB1_1301. The binding affinity (normalized) is 0.664. (6) The peptide sequence is GELQIVDKIDACFKI. The MHC is DRB1_0404 with pseudo-sequence DRB1_0404. The binding affinity (normalized) is 0.412. (7) The peptide sequence is EKKYFAATQFEPLHA. The MHC is HLA-DPA10201-DPB11401 with pseudo-sequence HLA-DPA10201-DPB11401. The binding affinity (normalized) is 0.724.